Predict the product of the given reaction. From a dataset of Forward reaction prediction with 1.9M reactions from USPTO patents (1976-2016). Given the reactants [CH3:1][O:2][C:3]1[CH:15]=[CH:14][C:13]2[C:12]3[C:7](=[CH:8][CH:9]=[CH:10][CH:11]=3)[NH:6][C:5]=2[CH:4]=1.I[C:17]1[CH:22]=[CH:21][CH:20]=[CH:19][N:18]=1.CC(C)([O-])C.[Na+], predict the reaction product. The product is: [CH3:1][O:2][C:3]1[CH:15]=[CH:14][C:13]2[C:12]3[C:7](=[CH:8][CH:9]=[CH:10][CH:11]=3)[N:6]([C:17]3[CH:22]=[CH:21][CH:20]=[CH:19][N:18]=3)[C:5]=2[CH:4]=1.